Dataset: Aqueous solubility values for 9,982 compounds from the AqSolDB database. Task: Regression/Classification. Given a drug SMILES string, predict its absorption, distribution, metabolism, or excretion properties. Task type varies by dataset: regression for continuous measurements (e.g., permeability, clearance, half-life) or binary classification for categorical outcomes (e.g., BBB penetration, CYP inhibition). For this dataset (solubility_aqsoldb), we predict Y. The compound is c1ccc(Cn2ccnc2)cc1. The Y is -2.26 log mol/L.